Dataset: Reaction yield outcomes from USPTO patents with 853,638 reactions. Task: Predict the reaction yield, written as a fraction of the theoretical maximum amount of product (1.0 means a 100% yield; for example, 0.34 means a 34% yield). The reactants are Cl[C:2]1[CH:3]=[C:4]([CH2:9][C:10]([N:12]2[C:20]3[C:15](=[CH:16][C:17]([S:21]([NH2:24])(=[O:23])=[O:22])=[CH:18][CH:19]=3)[CH2:14][CH2:13]2)=[O:11])C=C[C:7]=1[Cl:8].[NH:25]1C2C(=CC(S(N)(=O)=O)=CC=2)CC1.ClC1N=C(C(O)=O)C=CC=1. No catalyst specified. The product is [Cl:8][C:7]1[N:25]=[C:9]([C:10]([N:12]2[C:20]3[C:15](=[CH:16][C:17]([S:21]([NH2:24])(=[O:23])=[O:22])=[CH:18][CH:19]=3)[CH2:14][CH2:13]2)=[O:11])[CH:4]=[CH:3][CH:2]=1. The yield is 0.490.